This data is from Reaction yield outcomes from USPTO patents with 853,638 reactions. The task is: Predict the reaction yield, written as a fraction of the theoretical maximum amount of product (1.0 means a 100% yield; for example, 0.34 means a 34% yield). The reactants are [CH3:1][O:2][C:3]1[CH:10]=[CH:9][C:6]([CH:7]=O)=[CH:5][CH:4]=1.[C:11](#[N:15])[CH2:12][C:13]#[N:14]. The catalyst is C(OC(=O)C)C.C(Cl)Cl.[Cl-].[Zn+2].[Cl-]. The product is [CH3:1][O:2][C:3]1[CH:10]=[CH:9][C:6]([CH:7]=[C:12]([C:11]#[N:15])[C:13]#[N:14])=[CH:5][CH:4]=1. The yield is 0.970.